From a dataset of hERG potassium channel inhibition data for cardiac toxicity prediction from Karim et al.. Regression/Classification. Given a drug SMILES string, predict its toxicity properties. Task type varies by dataset: regression for continuous values (e.g., LD50, hERG inhibition percentage) or binary classification for toxic/non-toxic outcomes (e.g., AMES mutagenicity, cardiotoxicity, hepatotoxicity). Dataset: herg_karim. (1) The drug is O=C(c1ccc(C(=O)N2CCN(c3ccc(OC4CCN(C5CCC5)CC4)cc3)C(=O)C2)cc1)N1CCC1.O=CO. The result is 0 (non-blocker). (2) The molecule is O=C(NC1CCN(C2CCc3c2ccc2c3OCO2)CC1)c1cc(=O)c2cc(F)ccc2o1. The result is 1 (blocker). (3) The drug is Cc1c2c(n3c1CCCN1CCCC[C@@H]1[C@H](C)Nc1cc-3ccc1C(N)=O)CC(C)(C)CC2=O. The result is 1 (blocker). (4) The compound is N#Cc1ccc(S(=O)(=O)NCCN2CC3CN(Cc4coc5ccccc45)CC(C2)O3)cc1. The result is 0 (non-blocker). (5) The drug is NC(=O)c1cccc(O[C@H]2C[C@@H]3CC[C@H](C2)N3CC2CCCCC2)c1. The result is 1 (blocker). (6) The drug is CSc1ccc(Oc2ccccc2CN(C)C)cc1. The result is 1 (blocker).